This data is from Forward reaction prediction with 1.9M reactions from USPTO patents (1976-2016). The task is: Predict the product of the given reaction. (1) Given the reactants [CH3:1][C:2]1[CH:3]=[CH:4][CH:5]=[C:6]2[C:10]=1[NH:9][CH:8]=[CH:7]2.N1C=CC=CC=1.[Cl:17][C:18]([Cl:23])([Cl:22])[C:19](Cl)=[O:20].CCOC(C)=O, predict the reaction product. The product is: [Cl:17][C:18]([Cl:23])([Cl:22])[C:19]([C:7]1[C:6]2[C:10](=[C:2]([CH3:1])[CH:3]=[CH:4][CH:5]=2)[NH:9][CH:8]=1)=[O:20]. (2) Given the reactants FC(F)(F)C(O)=O.[CH3:8][C:9]1[S:13][C:12]([C:14]([N:16]2[CH2:21][C:20]3([CH2:26][CH2:25][NH:24][CH2:23][CH2:22]3)[O:19][CH2:18][CH2:17]2)=[O:15])=[CH:11][CH:10]=1.[F:27][C:28]1[C:35]([F:36])=[CH:34][C:33]([CH2:37][CH2:38][OH:39])=[CH:32][C:29]=1[CH:30]=O.C(O)(=O)C.C([BH3-])#N.[Na+], predict the reaction product. The product is: [F:27][C:28]1[C:35]([F:36])=[CH:34][C:33]([CH2:37][CH2:38][OH:39])=[CH:32][C:29]=1[CH2:30][N:24]1[CH2:25][CH2:26][C:20]2([O:19][CH2:18][CH2:17][N:16]([C:14]([C:12]3[S:13][C:9]([CH3:8])=[CH:10][CH:11]=3)=[O:15])[CH2:21]2)[CH2:22][CH2:23]1. (3) The product is: [CH:10]1[C:11]2[CH:12]([CH2:14][O:15][C:16]([NH:18][C:19]3([C:24]([NH:26][C@H:27]([C:31]([N:33]([CH3:50])[C@@H:34]([C@@H:46]([CH3:49])[CH2:47][CH3:48])[C@H:35]([O:44][CH3:45])[CH2:36][C:37]([OH:39])=[O:38])=[O:32])[CH:28]([CH3:29])[CH3:30])=[O:25])[CH2:20][CH2:21][CH2:22][CH2:23]3)=[O:17])[C:13]3[C:5](=[CH:4][CH:3]=[CH:2][CH:1]=3)[C:6]=2[CH:7]=[CH:8][CH:9]=1. Given the reactants [CH:1]1[C:13]2[CH:12]([CH2:14][O:15][C:16]([NH:18][C:19]3([C:24]([NH:26][C@H:27]([C:31]([N:33]([CH3:50])[C@@H:34]([C@@H:46]([CH3:49])[CH2:47][CH3:48])[C@H:35]([O:44][CH3:45])[CH2:36][C:37]([O:39]C(C)(C)C)=[O:38])=[O:32])[CH:28]([CH3:30])[CH3:29])=[O:25])[CH2:23][CH2:22][CH2:21][CH2:20]3)=[O:17])[C:11]3[C:6](=[CH:7][CH:8]=[CH:9][CH:10]=3)[C:5]=2[CH:4]=[CH:3][CH:2]=1.FC(F)(F)C(O)=O, predict the reaction product. (4) The product is: [F:18][C:19]1[CH:29]=[CH:28][C:22]([O:23][CH2:24][CH2:25][CH2:26][NH:27][CH2:1][C:3]2[CH:4]=[C:5]([CH:15]=[CH:16][CH:17]=2)[O:6][CH:7]([CH2:13][CH3:14])[C:8]([O:10][CH2:11][CH3:12])=[O:9])=[CH:21][CH:20]=1. Given the reactants [CH:1]([C:3]1[CH:4]=[C:5]([CH:15]=[CH:16][CH:17]=1)[O:6][CH:7]([CH2:13][CH3:14])[C:8]([O:10][CH2:11][CH3:12])=[O:9])=O.[F:18][C:19]1[CH:29]=[CH:28][C:22]([O:23][CH2:24][CH2:25][CH2:26][NH2:27])=[CH:21][CH:20]=1.C(O[BH-](OC(=O)C)OC(=O)C)(=O)C.[Na+].C(=O)([O-])O.[Na+], predict the reaction product. (5) The product is: [NH2:7][C:6]1[N:18]([CH2:19][CH:20]([OH:22])[CH3:21])[CH:8]=[N:1][C:2]=1[C:3]([NH2:5])=[O:4]. Given the reactants [NH2:1][CH:2]([C:6]#[N:7])[C:3]([NH2:5])=[O:4].[CH:8](OCC)(OCC)OCC.[NH2:18][CH2:19][CH:20]([OH:22])[CH3:21], predict the reaction product. (6) The product is: [Br:14][C:15]1[CH:19]=[CH:18][S:17][C:16]=1[C:20]1[N:22]=[C:7]([C:6]2[CH:10]=[CH:11][C:3]([C:2]([F:13])([F:12])[F:1])=[CH:4][CH:5]=2)[O:8][N:21]=1. Given the reactants [F:1][C:2]([F:13])([F:12])[C:3]1[CH:11]=[CH:10][C:6]([C:7](Cl)=[O:8])=[CH:5][CH:4]=1.[Br:14][C:15]1[CH:19]=[CH:18][S:17][C:16]=1[C:20](=[N:22]O)[NH2:21], predict the reaction product. (7) Given the reactants [CH3:1][C:2]1[CH:3]=[C:4]([NH:9]N)[CH:5]=[C:6]([CH3:8])[CH:7]=1.[F:11][C:12]1[CH:13]=[C:14]2[C:18](=[CH:19][CH:20]=1)[C:17](=O)[CH2:16][CH2:15]2, predict the reaction product. The product is: [F:11][C:12]1[CH:13]=[C:14]2[C:18](=[CH:19][CH:20]=1)[C:17]1[NH:9][C:4]3[CH:5]=[C:6]([CH3:8])[CH:7]=[C:2]([CH3:1])[C:3]=3[C:16]=1[CH2:15]2. (8) Given the reactants [CH3:1][O:2][C:3]1[CH:22]=[CH:21][C:6]([CH2:7][C@@H:8]2[C:12]3=[N:13][C:14]4[CH:19]=[CH:18][CH:17]=[CH:16][C:15]=4[N:11]3[C:10](=[O:20])[NH:9]2)=[CH:5][CH:4]=1.[CH2:23]1[C:32]2[C:27](=[CH:28][CH:29]=[CH:30][CH:31]=2)[CH2:26][CH2:25][N:24]1[CH2:33][CH2:34][NH2:35].C(O)(C(F)(F)F)=O, predict the reaction product. The product is: [NH:13]1[C:14]2[CH:19]=[CH:18][CH:17]=[CH:16][C:15]=2[N:11]=[C:12]1[C@H:8]([NH:9][C:10]([NH:35][CH2:34][CH2:33][N:24]1[CH2:25][CH2:26][C:27]2[C:32](=[CH:31][CH:30]=[CH:29][CH:28]=2)[CH2:23]1)=[O:20])[CH2:7][C:6]1[CH:21]=[CH:22][C:3]([O:2][CH3:1])=[CH:4][CH:5]=1. (9) Given the reactants [F:1][C:2]([F:39])([F:38])[C:3]1[N:4]=[CH:5][C:6]2[CH2:11][N:10]([C@@H:12]3[CH2:17][C@H:16]([NH:18]C(=O)OCC4C=CC=CC=4)[C@@H:15]([C:29]4[CH:34]=[C:33]([F:35])[C:32]([F:36])=[CH:31][C:30]=4[F:37])[CH2:14][CH2:13]3)[CH2:9][C:7]=2[N:8]=1.C(C1C(=O)C(Cl)=C(Cl)C(=O)C=1C#N)#N, predict the reaction product. The product is: [F:39][C:2]([F:1])([F:38])[C:3]1[N:4]=[CH:5][C:6]2[C:7](=[CH:9][N:10]([C@@H:12]3[CH2:17][C@H:16]([NH2:18])[C@@H:15]([C:29]4[CH:34]=[C:33]([F:35])[C:32]([F:36])=[CH:31][C:30]=4[F:37])[CH2:14][CH2:13]3)[CH:11]=2)[N:8]=1.